Dataset: Forward reaction prediction with 1.9M reactions from USPTO patents (1976-2016). Task: Predict the product of the given reaction. (1) Given the reactants C(O[C:4]([C:6]1[S:10][C:9]([N:11]2[C:15]3[CH:16]=[C:17]([O:22][CH3:23])[C:18]([O:20][CH3:21])=[CH:19][C:14]=3[N:13]=[CH:12]2)=[N:8][C:7]=1[C:24]1[CH:29]=[CH:28][CH:27]=[CH:26][CH:25]=1)=[O:5])C.[CH2:30]([NH2:32])[CH3:31], predict the reaction product. The product is: [CH2:30]([NH:32][C:4]([C:6]1[S:10][C:9]([N:11]2[C:15]3[CH:16]=[C:17]([O:22][CH3:23])[C:18]([O:20][CH3:21])=[CH:19][C:14]=3[N:13]=[CH:12]2)=[N:8][C:7]=1[C:24]1[CH:25]=[CH:26][CH:27]=[CH:28][CH:29]=1)=[O:5])[CH3:31]. (2) Given the reactants Br[C:2]1[CH:3]=[C:4]([C:12]([O:14][CH3:15])=[O:13])[CH:5]=[C:6]([CH:11]=1)[C:7]([O:9][CH3:10])=[O:8].Cl.[F:17][C:18]1([F:24])[CH2:23][CH2:22][NH:21][CH2:20][CH2:19]1.C1C=CC(P(C2C(C3C(P(C4C=CC=CC=4)C4C=CC=CC=4)=CC=C4C=3C=CC=C4)=C3C(C=CC=C3)=CC=2)C2C=CC=CC=2)=CC=1.C(=O)([O-])[O-].[Cs+].[Cs+], predict the reaction product. The product is: [F:17][C:18]1([F:24])[CH2:23][CH2:22][N:21]([C:2]2[CH:3]=[C:4]([C:12]([O:14][CH3:15])=[O:13])[CH:5]=[C:6]([CH:11]=2)[C:7]([O:9][CH3:10])=[O:8])[CH2:20][CH2:19]1. (3) Given the reactants N(C(OCC)=O)=NC(OCC)=O.[F:13][C:14]([F:33])([F:32])[O:15][C:16]1[CH:21]=[CH:20][C:19]([S:22]([N:25]2[CH2:30][CH2:29][CH:28]([OH:31])[CH2:27][CH2:26]2)(=[O:24])=[O:23])=[CH:18][CH:17]=1.O[N:35]1[C:39](=[O:40])[C:38]2=[CH:41][CH:42]=[CH:43][CH:44]=[C:37]2[C:36]1=[O:45].C1(P(C2C=CC=CC=2)C2C=CC=CC=2)C=CC=CC=1, predict the reaction product. The product is: [F:33][C:14]([F:13])([F:32])[O:15][C:16]1[CH:17]=[CH:18][C:19]([S:22]([N:25]2[CH2:26][CH2:27][CH:28]([O:31][N:35]3[C:39](=[O:40])[C:38]4[C:37](=[CH:44][CH:43]=[CH:42][CH:41]=4)[C:36]3=[O:45])[CH2:29][CH2:30]2)(=[O:23])=[O:24])=[CH:20][CH:21]=1. (4) Given the reactants [Br:1][C:2]1[CH:3]=[C:4]2[C:8](=[CH:9][CH:10]=1)[C:7](=[N:11]O)[CH2:6][CH2:5]2.[C:13](O[C:13](=[O:16])[CH2:14][CH3:15])(=[O:16])[CH2:14][CH3:15].[BH4-].[Na+].NCCNCCN, predict the reaction product. The product is: [Br:1][C:2]1[CH:3]=[C:4]2[C:8](=[CH:9][CH:10]=1)[CH:7]([NH:11][C:13](=[O:16])[CH2:14][CH3:15])[CH2:6][CH2:5]2.